From a dataset of NCI-60 drug combinations with 297,098 pairs across 59 cell lines. Regression. Given two drug SMILES strings and cell line genomic features, predict the synergy score measuring deviation from expected non-interaction effect. Drug 1: C1CN1C2=NC(=NC(=N2)N3CC3)N4CC4. Drug 2: CC1C(C(CC(O1)OC2CC(CC3=C2C(=C4C(=C3O)C(=O)C5=CC=CC=C5C4=O)O)(C(=O)C)O)N)O. Cell line: ACHN. Synergy scores: CSS=54.8, Synergy_ZIP=-5.07, Synergy_Bliss=-4.99, Synergy_Loewe=-5.70, Synergy_HSA=0.987.